This data is from Full USPTO retrosynthesis dataset with 1.9M reactions from patents (1976-2016). The task is: Predict the reactants needed to synthesize the given product. Given the product [C:1]([C:3]1[CH:8]=[CH:7][C:6]([C:9]2[CH:10]=[N:11][N:12]([C:15]3[CH:23]=[CH:22][C:18]([C:19]([NH:31][CH2:30][CH2:29][C@H:28]([O:27][CH3:26])[CH3:32])=[O:20])=[CH:17][N:16]=3)[C:13]=2[OH:14])=[C:5]([CH3:24])[CH:4]=1)#[N:2], predict the reactants needed to synthesize it. The reactants are: [C:1]([C:3]1[CH:8]=[CH:7][C:6]([C:9]2[CH:10]=[N:11][N:12]([C:15]3[CH:23]=[CH:22][C:18]([C:19](O)=[O:20])=[CH:17][N:16]=3)[C:13]=2[OH:14])=[C:5]([CH3:24])[CH:4]=1)#[N:2].Cl.[CH3:26][O:27][C@H:28]([CH3:32])[CH2:29][CH2:30][NH2:31].